From a dataset of Peptide-MHC class I binding affinity with 185,985 pairs from IEDB/IMGT. Regression. Given a peptide amino acid sequence and an MHC pseudo amino acid sequence, predict their binding affinity value. This is MHC class I binding data. (1) The peptide sequence is TELEPPCRFV. The MHC is HLA-B44:02 with pseudo-sequence HLA-B44:02. The binding affinity (normalized) is 0.414. (2) The peptide sequence is GMFTNRLGSQ. The MHC is HLA-A26:01 with pseudo-sequence HLA-A26:01. The binding affinity (normalized) is 0. (3) The peptide sequence is ILIYNGWYA. The MHC is HLA-A31:01 with pseudo-sequence HLA-A31:01. The binding affinity (normalized) is 0.400. (4) The peptide sequence is THLEGKIII. The MHC is Mamu-A20102 with pseudo-sequence Mamu-A20102. The binding affinity (normalized) is 0.279. (5) The peptide sequence is FLSHHFTLV. The MHC is HLA-A02:02 with pseudo-sequence HLA-A02:02. The binding affinity (normalized) is 0.985. (6) The MHC is Mamu-A01 with pseudo-sequence Mamu-A01. The binding affinity (normalized) is 0. The peptide sequence is ENPTWKQW.